Dataset: HIV replication inhibition screening data with 41,000+ compounds from the AIDS Antiviral Screen. Task: Binary Classification. Given a drug SMILES string, predict its activity (active/inactive) in a high-throughput screening assay against a specified biological target. (1) The molecule is CCN(CC)c1ccc(Cl)c2c1C(O)(C(C)C)C2(C)C. The result is 0 (inactive). (2) The drug is O=C1c2cccc(O)c2C(=O)c2c(O)cccc21. The result is 0 (inactive). (3) The drug is CCC(=O)n1c(=O)n(-c2ccc([N+](=O)[O-])cc2)c(=O)n1C(=O)CC. The result is 0 (inactive). (4) The drug is CCCCSC(=C(C#N)C(N)=O)c1cc2c([nH]1)CCCC2. The result is 0 (inactive). (5) The compound is COc1cc2c(cc1O)C1(Cc3ccc4c(c3C1O)OCO4)N(C)CC2. The result is 0 (inactive). (6) The molecule is COc1cc2c(cc1O)-c1n[nH]cc1CCC2. The result is 0 (inactive).